Dataset: Catalyst prediction with 721,799 reactions and 888 catalyst types from USPTO. Task: Predict which catalyst facilitates the given reaction. (1) Reactant: Cl[C:2]1[N:7]=[C:6]2[N:8]([CH2:11][CH2:12][N:13]3[CH2:18][CH2:17][O:16][CH2:15][CH2:14]3)[N:9]=[CH:10][C:5]2=[C:4]([NH:19][C:20]2[CH:24]=[C:23]([CH3:25])[NH:22][N:21]=2)[N:3]=1.C1OCCOCCOCCOCCOC1.[F:41][C:42]1[CH:47]=[CH:46][C:45]([S:48]([O-:50])=[O:49])=[CH:44][CH:43]=1.[Na+].CC(O)=O. Product: [F:41][C:42]1[CH:47]=[CH:46][C:45]([S:48]([C:2]2[N:7]=[C:6]3[N:8]([CH2:11][CH2:12][N:13]4[CH2:18][CH2:17][O:16][CH2:15][CH2:14]4)[N:9]=[CH:10][C:5]3=[C:4]([NH:19][C:20]3[CH:24]=[C:23]([CH3:25])[NH:22][N:21]=3)[N:3]=2)(=[O:50])=[O:49])=[CH:44][CH:43]=1. The catalyst class is: 16. (2) Reactant: [C:1]([O:5][C:6]([NH:8][CH2:9][CH2:10][NH:11][CH2:12][CH:13]([OH:24])[CH2:14][O:15][C:16]1[CH:21]=[CH:20][CH:19]=[CH:18][C:17]=1[O:22][CH3:23])=[O:7])([CH3:4])([CH3:3])[CH3:2].C(N(C(C)C)CC)(C)C.[Cl:34][CH2:35][C:36](Cl)=[O:37]. The catalyst class is: 2. Product: [C:1]([O:5][C:6]([NH:8][CH2:9][CH2:10][N:11]([CH2:12][CH:13]([OH:24])[CH2:14][O:15][C:16]1[CH:21]=[CH:20][CH:19]=[CH:18][C:17]=1[O:22][CH3:23])[C:36](=[O:37])[CH2:35][Cl:34])=[O:7])([CH3:4])([CH3:3])[CH3:2].